From a dataset of Peptide-MHC class I binding affinity with 185,985 pairs from IEDB/IMGT. Regression. Given a peptide amino acid sequence and an MHC pseudo amino acid sequence, predict their binding affinity value. This is MHC class I binding data. (1) The peptide sequence is EAEKQLQQY. The MHC is HLA-A02:03 with pseudo-sequence HLA-A02:03. The binding affinity (normalized) is 0.0847. (2) The peptide sequence is LCMLNNSLYY. The MHC is HLA-A26:01 with pseudo-sequence HLA-A26:01. The binding affinity (normalized) is 0. (3) The peptide sequence is DTIESAKTK. The MHC is HLA-A33:01 with pseudo-sequence HLA-A33:01. The binding affinity (normalized) is 0.101. (4) The peptide sequence is ILYDTGSSW. The MHC is HLA-B15:01 with pseudo-sequence HLA-B15:01. The binding affinity (normalized) is 0.558. (5) The peptide sequence is FVEALARSI. The MHC is HLA-A02:03 with pseudo-sequence HLA-A02:03. The binding affinity (normalized) is 0.434. (6) The peptide sequence is ATAILRKA. The MHC is HLA-A02:03 with pseudo-sequence HLA-A02:03. The binding affinity (normalized) is 0.0154. (7) The peptide sequence is RVIDPYWFH. The MHC is HLA-B27:03 with pseudo-sequence HLA-B27:03. The binding affinity (normalized) is 0.0847.